Dataset: Experimentally validated miRNA-target interactions with 360,000+ pairs, plus equal number of negative samples. Task: Binary Classification. Given a miRNA mature sequence and a target amino acid sequence, predict their likelihood of interaction. The miRNA is hsa-miR-5194 with sequence UGAGGGGUUUGGAAUGGGAUGG. The protein sequence of the target gene is METPAAAAPAGSLFPSFLLLACGTLVAALLGAAHRLGLFYQLLHKVDKASVRHGGENVAAVLRAHGVRFIFTLVGGHISPLLVACEKLGIRVVDTRHEVTAVFAADAMARLSGTVGVAAVTAGPGLTNTVTAVKNAQMAQSPILLLGGAASTLLQNRGALQAVDQLSLFRPLCKFCVSVRRVRDIVPTLRAAMAAAQSGTPGPVFVELPVDVLYPYFMVQKEMVPAKPPKGLVGRVVSWYLENYLANLFAGAWEPQPEGPLPLDIPQASPQQVQRCVEILSRAKRPLMVLGSQALLTPTS.... Result: 0 (no interaction).